Dataset: Reaction yield outcomes from USPTO patents with 853,638 reactions. Task: Predict the reaction yield, written as a fraction of the theoretical maximum amount of product (1.0 means a 100% yield; for example, 0.34 means a 34% yield). (1) The reactants are [Cl:1][C:2]1[C:10]([N+:11]([O-:13])=[O:12])=[CH:9][CH:8]=[CH:7][C:3]=1[C:4]([OH:6])=[O:5].[C:14](Cl)(=O)C(Cl)=O.CO. The catalyst is O1CCCC1. The product is [Cl:1][C:2]1[C:10]([N+:11]([O-:13])=[O:12])=[CH:9][CH:8]=[CH:7][C:3]=1[C:4]([O:6][CH3:14])=[O:5]. The yield is 0.960. (2) The reactants are [CH2:1]([O:3][CH2:4][C:5]([C:7]1[S:11][C:10]([N:12](C)[C:13](=O)OC(C)(C)C)=[N:9][C:8]=1[C:21]1[O:22][CH:23]=[CH:24][CH:25]=1)=[O:6])[CH3:2]. The catalyst is FC(F)(F)C(O)=O. The product is [O:22]1[CH:23]=[CH:24][CH:25]=[C:21]1[C:8]1[N:9]=[C:10]([NH:12][CH3:13])[S:11][C:7]=1[C:5]([CH2:4][O:3][CH2:1][CH3:2])=[O:6]. The yield is 0.860. (3) The reactants are [CH3:1][C:2]1[C:6]([CH2:7][N:8]2[CH:12]=[C:11]([N:13]3[C:17](=[O:18])[CH:16]([CH2:19][C:20]([OH:22])=O)[NH:15][C:14]3=[O:23])[CH:10]=[N:9]2)=[C:5]([CH3:24])[O:4][N:3]=1.[NH2:25][C:26]1[CH:31]=[CH:30][CH:29]=[CH:28][CH:27]=1. The catalyst is CN(C=O)C.C(OCC)(=O)C. The product is [CH3:1][C:2]1[C:6]([CH2:7][N:8]2[CH:12]=[C:11]([N:13]3[C:17](=[O:18])[CH:16]([CH2:19][C:20]([NH:25][C:26]4[CH:31]=[CH:30][CH:29]=[CH:28][CH:27]=4)=[O:22])[NH:15][C:14]3=[O:23])[CH:10]=[N:9]2)=[C:5]([CH3:24])[O:4][N:3]=1. The yield is 0.500. (4) The reactants are [CH:1]1([C:4]2[NH:8][N:7]=[C:6]([NH:9][C:10]3[C:17]([F:18])=[CH:16][C:13]([C:14]#[N:15])=[C:12]([NH:19][C@H:20]([C:22]4[CH:27]=[CH:26][C:25]([F:28])=[CH:24][CH:23]=4)[CH3:21])[N:11]=3)[CH:5]=2)[CH2:3][CH2:2]1.[OH-:29].[K+].OO. The catalyst is CO. The product is [CH:1]1([C:4]2[NH:8][N:7]=[C:6]([NH:9][C:10]3[C:17]([F:18])=[CH:16][C:13]([C:14]([NH2:15])=[O:29])=[C:12]([NH:19][C@H:20]([C:22]4[CH:27]=[CH:26][C:25]([F:28])=[CH:24][CH:23]=4)[CH3:21])[N:11]=3)[CH:5]=2)[CH2:3][CH2:2]1. The yield is 0.600. (5) The reactants are C[C:2]1[NH:3][C:4]2[C:9]([C:10]=1[CH:11]=O)=[CH:8][CH:7]=[C:6]([C:13]([OH:15])=[O:14])[CH:5]=2.[NH:16]1[CH2:21][CH2:20][O:19][CH2:18][CH2:17]1.[BH-](OC(C)=O)(OC(C)=O)O[C:24](C)=O.[Na+]. The catalyst is ClCCCl. The product is [CH3:24][O:15][C:13]([C:6]1[CH:5]=[C:4]2[C:9]([C:10]([CH2:11][N:16]3[CH2:21][CH2:20][O:19][CH2:18][CH2:17]3)=[CH:2][NH:3]2)=[CH:8][CH:7]=1)=[O:14]. The yield is 0.840. (6) The reactants are Br[C:2]1[CH:3]=[C:4]2[C:9](=[CH:10][CH:11]=1)[C:8](=[O:12])[NH:7][C:6](=[O:13])[C:5]2=[CH:14][O:15][CH3:16].[O:17]1[CH:21]=[CH:20][CH:19]=[C:18]1[Sn](CCCC)(CCCC)CCCC. The catalyst is CN(C)C=O.Cl[Pd](Cl)([P](C1C=CC=CC=1)(C1C=CC=CC=1)C1C=CC=CC=1)[P](C1C=CC=CC=1)(C1C=CC=CC=1)C1C=CC=CC=1. The product is [O:17]1[CH:21]=[CH:20][CH:19]=[C:18]1[C:2]1[CH:3]=[C:4]2[C:9](=[CH:10][CH:11]=1)[C:8](=[O:12])[NH:7][C:6](=[O:13])[C:5]2=[CH:14][O:15][CH3:16]. The yield is 0.680. (7) The product is [CH:24]1([C:2]2[C:3]([F:12])=[C:4]([CH:6]=[C:7]([N+:9]([O-:11])=[O:10])[CH:8]=2)[NH2:5])[CH2:26][CH2:25]1. The catalyst is C1(C)C=CC=CC=1.O.CC([O-])=O.CC([O-])=O.[Pd+2]. The reactants are Br[C:2]1[C:3]([F:12])=[C:4]([CH:6]=[C:7]([N+:9]([O-:11])=[O:10])[CH:8]=1)[NH2:5].B1([CH:24]2[CH2:26][CH2:25]2)OC(=O)CN(C)CC(=O)O1.P(C1CCCCC1)(C1CCCCC1)C1CCCCC1.C([O-])([O-])=O.[Cs+].[Cs+]. The yield is 0.690. (8) The reactants are [Cl:1][C:2]1[CH:15]=[CH:14][CH:13]=[CH:12][C:3]=1[CH2:4][NH:5][C:6]1[S:7][CH2:8][C:9](=[O:11])[N:10]=1.C(O[Na])(C)=O.[CH:21]([C:23]1[N:24]=[C:25]2[C:30](=[CH:31][CH:32]=1)[N:29]=[CH:28][C:27]([C:33]#[N:34])=[C:26]2OC(C)C)=O. The catalyst is CC(O)=O. The product is [Cl:1][C:2]1[CH:15]=[CH:14][CH:13]=[CH:12][C:3]=1[CH2:4][NH:5][C:6]1[S:7][C:8](=[CH:21][C:23]2[N:24]=[C:25]3[C:30](=[CH:31][CH:32]=2)[N:29]=[CH:28][C:27]([C:33]#[N:34])=[CH:26]3)[C:9](=[O:11])[N:10]=1. The yield is 0.301.